This data is from Reaction yield outcomes from USPTO patents with 853,638 reactions. The task is: Predict the reaction yield, written as a fraction of the theoretical maximum amount of product (1.0 means a 100% yield; for example, 0.34 means a 34% yield). (1) The reactants are [N:1]1[CH:2]=[CH:3][N:4]2[C:9]=1[CH:8]=[CH:7][C:6]([O:10][C:11]1[CH:12]=[C:13]([CH:15]=[CH:16][CH:17]=1)[NH2:14])=[N:5]2.C(N(CC)CC)C.[C:25]1([N:31]=[C:32]=[O:33])[CH:30]=[CH:29][CH:28]=[CH:27][CH:26]=1. The catalyst is O1CCCC1. The product is [N:1]1[CH:2]=[CH:3][N:4]2[C:9]=1[CH:8]=[CH:7][C:6]([O:10][C:11]1[CH:12]=[C:13]([NH:14][C:32]([NH:31][C:25]3[CH:30]=[CH:29][CH:28]=[CH:27][CH:26]=3)=[O:33])[CH:15]=[CH:16][CH:17]=1)=[N:5]2. The yield is 0.710. (2) The reactants are [NH2:1][C:2]1[CH:21]=[CH:20][C:5]([O:6][CH2:7][CH2:8][CH2:9][CH2:10][CH2:11][NH:12][C:13](=[O:19])[O:14][C:15]([CH3:18])([CH3:17])[CH3:16])=[CH:4][C:3]=1[N+:22]([O-])=O. The catalyst is CO.[Pd]. The product is [NH2:22][C:3]1[CH:4]=[C:5]([CH:20]=[CH:21][C:2]=1[NH2:1])[O:6][CH2:7][CH2:8][CH2:9][CH2:10][CH2:11][NH:12][C:13](=[O:19])[O:14][C:15]([CH3:16])([CH3:17])[CH3:18]. The yield is 1.00. (3) The reactants are [OH:1][CH:2]1[CH2:7][N:6]([C:8]([O:10][C:11]([CH3:14])([CH3:13])[CH3:12])=[O:9])[CH2:5][CH:4]([C:15]([O:17]C)=[O:16])[CH2:3]1.[H-].[Na+].[CH3:21]I. The catalyst is C1COCC1. The product is [C:11]([O:10][C:8]([N:6]1[CH2:7][CH:2]([O:1][CH3:21])[CH2:3][CH:4]([C:15]([OH:17])=[O:16])[CH2:5]1)=[O:9])([CH3:14])([CH3:13])[CH3:12]. The yield is 0.650. (4) The reactants are [C:1]([O:5][C:6](=[O:22])[NH:7][C:8]1[CH:13]=[CH:12][CH:11]=[C:10]([C:14]2[CH:19]=[CH:18][C:17]([CH2:20][NH2:21])=[CH:16][CH:15]=2)[N:9]=1)([CH3:4])([CH3:3])[CH3:2].CCN(CC)CC.[CH3:30][S:31](Cl)(=[O:33])=[O:32]. The catalyst is ClCCl. The product is [C:1]([O:5][C:6](=[O:22])[NH:7][C:8]1[CH:13]=[CH:12][CH:11]=[C:10]([C:14]2[CH:15]=[CH:16][C:17]([CH2:20][NH:21][S:31]([CH3:30])(=[O:33])=[O:32])=[CH:18][CH:19]=2)[N:9]=1)([CH3:4])([CH3:2])[CH3:3]. The yield is 0.440.